Dataset: Full USPTO retrosynthesis dataset with 1.9M reactions from patents (1976-2016). Task: Predict the reactants needed to synthesize the given product. (1) Given the product [CH3:25][O:24][CH2:23][CH2:22][O:21][C:16]1[CH:15]=[C:14]2[C:19]([C:20]3[C:8]([C:4]4[CH:5]=[CH:6][CH:7]=[C:2]([NH:1][C:31]5[C:40]6[C:35](=[CH:36][CH:37]=[CH:38][CH:39]=6)[N:34]=[CH:33][N:32]=5)[C:3]=4[CH3:29])=[CH:9][N:10]=[C:11]([C:26]([NH2:28])=[O:27])[C:12]=3[NH:13]2)=[CH:18][CH:17]=1, predict the reactants needed to synthesize it. The reactants are: [NH2:1][C:2]1[C:3]([CH3:29])=[C:4]([C:8]2[C:20]3[C:19]4[C:14](=[CH:15][C:16]([O:21][CH2:22][CH2:23][O:24][CH3:25])=[CH:17][CH:18]=4)[NH:13][C:12]=3[C:11]([C:26]([NH2:28])=[O:27])=[N:10][CH:9]=2)[CH:5]=[CH:6][CH:7]=1.Cl[C:31]1[C:40]2[C:35](=[CH:36][CH:37]=[CH:38][CH:39]=2)[N:34]=[CH:33][N:32]=1. (2) Given the product [NH2:1][C:2]1[C:10]([NH2:11])=[CH:9][C:8]([C:14]([F:15])([F:16])[F:17])=[CH:7][C:3]=1[C:4]([OH:6])=[O:5], predict the reactants needed to synthesize it. The reactants are: [NH2:1][C:2]1[C:10]([N+:11]([O-])=O)=[CH:9][C:8]([C:14]([F:17])([F:16])[F:15])=[CH:7][C:3]=1[C:4]([OH:6])=[O:5].